From a dataset of Experimentally validated miRNA-target interactions with 360,000+ pairs, plus equal number of negative samples. Binary Classification. Given a miRNA mature sequence and a target amino acid sequence, predict their likelihood of interaction. The miRNA is hsa-miR-299-5p with sequence UGGUUUACCGUCCCACAUACAU. The protein sequence of the target gene is MAGGKAGKDSGKAKAKAVSRSQRAGLQFPVGRIHRHLKTRTTSHGRVGATAAVYSAAILEYLTAEVLELAGNASKDLKVKRITPRHLQLAIRGDEELDSLIKATIAGGGVIPHIHKSLIGKKGQQKTA. Result: 1 (interaction).